From a dataset of Full USPTO retrosynthesis dataset with 1.9M reactions from patents (1976-2016). Predict the reactants needed to synthesize the given product. (1) Given the product [Cl:1][C:2]1[C:3]([CH:4]([OH:5])[C:23]2[C:22](=[O:27])[CH2:26][CH2:25][CH:24]=2)=[CH:6][C:7]([CH3:16])=[C:8]([C:10]2[CH:11]=[CH:12][CH:13]=[CH:14][CH:15]=2)[N:9]=1, predict the reactants needed to synthesize it. The reactants are: [Cl:1][C:2]1[N:9]=[C:8]([C:10]2[CH:15]=[CH:14][CH:13]=[CH:12][CH:11]=2)[C:7]([CH3:16])=[CH:6][C:3]=1[CH:4]=[O:5].N1C=CN=C1.[C:22]1(=[O:27])[CH2:26][CH2:25][CH:24]=[CH:23]1. (2) Given the product [CH:1]1([C:7]2[C:8]3[CH:9]=[CH:10][C:11]([C:40]([NH:61][S:58]([N:66]4[CH2:67][CH2:68][O:49][CH2:64][CH2:65]4)(=[O:60])=[O:59])=[O:41])=[CH:12][C:13]=3[N:14]3[CH2:20][C:19]([C:21]4[O:25][CH:24]=[N:23][C:22]=4[C:26]([N:28]4[CH2:33][CH2:32][O:31][CH2:30][CH2:29]4)=[O:27])=[CH:18][C:17]4[CH:34]=[C:35]([O:38][CH3:39])[CH:36]=[CH:37][C:16]=4[C:15]=23)[CH2:6][CH2:5][CH2:4][CH2:3][CH2:2]1, predict the reactants needed to synthesize it. The reactants are: [CH:1]1([C:7]2[C:8]3[CH:9]=[CH:10][C:11]([C:40](O)=[O:41])=[CH:12][C:13]=3[N:14]3[CH2:20][C:19]([C:21]4[O:25][CH:24]=[N:23][C:22]=4[C:26]([N:28]4[CH2:33][CH2:32][O:31][CH2:30][CH2:29]4)=[O:27])=[CH:18][C:17]4[CH:34]=[C:35]([O:38][CH3:39])[CH:36]=[CH:37][C:16]=4[C:15]=23)[CH2:6][CH2:5][CH2:4][CH2:3][CH2:2]1.C1N=CN(C(N2C=NC=C2)=[O:49])C=1.CC([S:58]([NH2:61])(=[O:60])=[O:59])C.C1CCN2[C:65](=[N:66][CH2:67][CH2:68]C2)[CH2:64]C1. (3) Given the product [Br:1][C:2]1[CH:7]=[C:6]([O:8][CH2:9][O:10][CH3:11])[CH:5]=[CH:4][C:3]=1[CH2:12][C:13](=[O:14])[CH3:19], predict the reactants needed to synthesize it. The reactants are: [Br:1][C:2]1[CH:7]=[C:6]([O:8][CH2:9][O:10][CH3:11])[CH:5]=[CH:4][C:3]=1[CH2:12][C:13](N(OC)C)=[O:14].[CH3:19][Mg]Br.[Cl-].[NH4+]. (4) Given the product [CH:1]1([CH2:7][C@H:8]([N:12]2[CH2:16][C:15]([O:17][C:18]3[CH:23]=[CH:22][C:21]([Cl:24])=[CH:20][C:19]=3[Cl:25])=[CH:14][C:13]2=[O:26])[C:9]([NH:67][C:64]2[CH:65]=[CH:66][N:62]([CH2:61][C:60]([OH:59])([CH3:90])[CH3:28])[N:63]=2)=[O:11])[CH2:6][CH2:5][CH2:4][CH2:3][CH2:2]1, predict the reactants needed to synthesize it. The reactants are: [CH:1]1([CH2:7][C@H:8]([N:12]2[CH2:16][C:15]([O:17][C:18]3[CH:23]=[CH:22][C:21]([Cl:24])=[CH:20][C:19]=3[Cl:25])=[CH:14][C:13]2=[O:26])[C:9]([OH:11])=O)[CH2:6][CH2:5][CH2:4][CH2:3][CH2:2]1.Cl.[CH3:28]N(C)CCCN=C=NCC.C(N(CC)C(C)C)(C)C.ON1C2C=CC=CC=2N=N1.Cl.[OH:59][C@@H:60]([CH2:90]O)[CH2:61][N:62]1[CH:66]=[CH:65][C:64]([NH:67]C(=O)[C@@H](N2CC(OC3C=CC=C(Cl)C=3Cl)=CC2=O)CC(C)C)=[N:63]1. (5) The reactants are: [Cl:1][C:2]1[CH:3]=[C:4]([N:11]2[C:20]3[C:15](=[CH:16][C:17]([S:21](OC4C(F)=C(F)C(F)=C(F)C=4F)(=[O:23])=[O:22])=[CH:18][CH:19]=3)[CH:14]=[CH:13][C:12]2=[O:36])[C:5]([O:9][CH3:10])=[N:6][C:7]=1[Cl:8].[NH2:37][C:38]1[CH:42]=[CH:41][O:40][N:39]=1.C[Si]([N-][Si](C)(C)C)(C)C.[Li+].Cl. Given the product [Cl:1][C:2]1[CH:3]=[C:4]([N:11]2[C:20]3[C:15](=[CH:16][C:17]([S:21]([NH:37][C:38]4[CH:42]=[CH:41][O:40][N:39]=4)(=[O:22])=[O:23])=[CH:18][CH:19]=3)[CH:14]=[CH:13][C:12]2=[O:36])[C:5]([O:9][CH3:10])=[N:6][C:7]=1[Cl:8], predict the reactants needed to synthesize it. (6) Given the product [Cl:1][C:2]1[CH:7]=[CH:6][C:5]([CH:8]([C:26]2[CH:27]=[CH:28][C:29]([Cl:32])=[CH:30][CH:31]=2)[C:9]2[CH:10]=[C:11]3[C:16](=[CH:17][CH:18]=2)[N:15]=[CH:14][N:13]=[C:12]3[NH:19][CH:20]2[CH2:21][CH2:22][N:23]([CH2:34][CH2:35][C:36]3[CH:45]=[CH:44][C:39]([C:40]([O:42][CH3:43])=[O:41])=[CH:38][CH:37]=3)[CH2:24][CH2:25]2)=[CH:4][CH:3]=1, predict the reactants needed to synthesize it. The reactants are: [Cl:1][C:2]1[CH:7]=[CH:6][C:5]([CH:8]([C:26]2[CH:31]=[CH:30][C:29]([Cl:32])=[CH:28][CH:27]=2)[C:9]2[CH:10]=[C:11]3[C:16](=[CH:17][CH:18]=2)[N:15]=[CH:14][N:13]=[C:12]3[NH:19][CH:20]2[CH2:25][CH2:24][NH:23][CH2:22][CH2:21]2)=[CH:4][CH:3]=1.O=[CH:34][CH2:35][C:36]1[CH:45]=[CH:44][C:39]([C:40]([O:42][CH3:43])=[O:41])=[CH:38][CH:37]=1.CO.[BH3-]C#N.[Na+]. (7) Given the product [Cl:1][C:2]1[C:3]([F:14])=[C:4]([C:5]([C:20]2[CH:21]=[CH:22][C:17]([O:16][CH3:15])=[CH:18][CH:19]=2)=[O:6])[CH:11]=[CH:12][CH:13]=1, predict the reactants needed to synthesize it. The reactants are: [Cl:1][C:2]1[C:3]([F:14])=[C:4]([CH:11]=[CH:12][CH:13]=1)[C:5](N(OC)C)=[O:6].[CH3:15][O:16][C:17]1[CH:22]=[CH:21][C:20]([Mg]Br)=[CH:19][CH:18]=1. (8) Given the product [CH:4]1[CH:5]=[CH:6][C:1]([C@@H:7]2[N:8]([C:26]([O:25][C@@H:23]3[CH:11]4[CH2:10][CH2:9][N:8]([CH2:7][CH2:16]4)[CH2:24]3)=[O:27])[CH2:9][CH2:10][C:11]3[CH:12]=[CH:13][CH:14]=[CH:15][C:16]2=3)=[CH:2][CH:3]=1.[CH2:1]([C:26]([OH:25])=[O:27])[CH2:2][C:17]([OH:19])=[O:20], predict the reactants needed to synthesize it. The reactants are: [C:1]1([C@H:7]2[C:16]3[C:11](=[CH:12][CH:13]=[CH:14][CH:15]=3)[CH2:10][CH2:9][NH:8]2)[CH:6]=[CH:5][CH:4]=[CH:3][CH:2]=1.[C:17](=[O:20])([O-:19])[O-].[Na+].[Na+].[CH2:23]([O:25][C:26](Cl)=[O:27])[CH3:24]. (9) Given the product [NH2:8][C@@H:9]([CH3:36])[C:10]([NH:12][C:13]1[CH:18]=[CH:17][C:16]([F:19])=[CH:15][C:14]=1[NH:20][C@H:21]1[CH2:26][CH2:25][CH2:24][N:23]([CH2:27][CH2:28][O:29][C:30](=[O:35])[C:31]([CH3:33])([CH3:32])[CH3:34])[CH2:22]1)=[O:11], predict the reactants needed to synthesize it. The reactants are: C(OC([NH:8][C@@H:9]([CH3:36])[C:10]([NH:12][C:13]1[CH:18]=[CH:17][C:16]([F:19])=[CH:15][C:14]=1[NH:20][C@H:21]1[CH2:26][CH2:25][CH2:24][N:23]([CH2:27][CH2:28][O:29][C:30](=[O:35])[C:31]([CH3:34])([CH3:33])[CH3:32])[CH2:22]1)=[O:11])=O)(C)(C)C.C(O)(C(F)(F)F)=O.C1(C)C=CC=CC=1.